From a dataset of Catalyst prediction with 721,799 reactions and 888 catalyst types from USPTO. Predict which catalyst facilitates the given reaction. (1) Reactant: [OH-].[K+].O.NN.[CH3:6][O:7][C:8]1([O:28][CH3:29])[CH2:25][CH2:24][C:23]2[C@@H:22]3[C@H:13]([C@H:14]4[C@@:18]([CH2:20][CH2:21]3)([CH3:19])[C:17](=O)[CH2:16][CH2:15]4)[C@H:12]([CH3:27])[CH2:11][C:10]=2[CH2:9]1. Product: [CH3:29][O:28][C:8]1([O:7][CH3:6])[CH2:25][CH2:24][C:23]2[C@@H:22]3[C@H:13]([C@H:14]4[C@@:18]([CH2:20][CH2:21]3)([CH3:19])[CH2:17][CH2:16][CH2:15]4)[C@H:12]([CH3:27])[CH2:11][C:10]=2[CH2:9]1. The catalyst class is: 831. (2) Reactant: C([O:3][C:4]([C:6]1[N:7]=[C:8]([C:11]2[CH:16]=[CH:15][C:14]([C:17]([F:20])([F:19])[F:18])=[CH:13][CH:12]=2)[NH:9][CH:10]=1)=[O:5])C.[OH-].[Na+].Cl. Product: [F:20][C:17]([F:18])([F:19])[C:14]1[CH:13]=[CH:12][C:11]([C:8]2[NH:9][CH:10]=[C:6]([C:4]([OH:5])=[O:3])[N:7]=2)=[CH:16][CH:15]=1. The catalyst class is: 5.